Dataset: CYP2C19 inhibition data for predicting drug metabolism from PubChem BioAssay. Task: Regression/Classification. Given a drug SMILES string, predict its absorption, distribution, metabolism, or excretion properties. Task type varies by dataset: regression for continuous measurements (e.g., permeability, clearance, half-life) or binary classification for categorical outcomes (e.g., BBB penetration, CYP inhibition). Dataset: cyp2c19_veith. The molecule is Cc1ccc(Cn2nc(-c3ccccc3)nc2-c2ccccc2)cc1. The result is 1 (inhibitor).